Dataset: Reaction yield outcomes from USPTO patents with 853,638 reactions. Task: Predict the reaction yield, written as a fraction of the theoretical maximum amount of product (1.0 means a 100% yield; for example, 0.34 means a 34% yield). (1) The reactants are [Cl:1][C:2]1[C:3]([N:18]2[CH2:23][CH2:22][CH2:21][C@@H:20]([NH:24]C(=O)OC(C)(C)C)[CH2:19]2)=[C:4]2[C:10]([NH:11][C:12](=[O:17])[C:13]([OH:16])([CH3:15])[CH3:14])=[CH:9][NH:8][C:5]2=[N:6][CH:7]=1. The catalyst is FC(F)(F)C(O)=O. The product is [ClH:1].[NH2:24][C@@H:20]1[CH2:21][CH2:22][CH2:23][N:18]([C:3]2[C:2]([Cl:1])=[CH:7][N:6]=[C:5]3[NH:8][CH:9]=[C:10]([NH:11][C:12](=[O:17])[C:13]([OH:16])([CH3:14])[CH3:15])[C:4]=23)[CH2:19]1. The yield is 0.500. (2) The reactants are [H-].[Na+].[O:3]=[C:4]([CH2:12][C:13]1[CH:18]=[CH:17][CH:16]=[CH:15][CH:14]=1)[CH2:5]P(=O)(OC)OC.[CH3:19][O:20][C:21](=[O:37])[CH2:22][CH2:23][CH2:24][C:25]#[C:26][CH2:27][N:28]1[C:33](=[O:34])[CH2:32][CH2:31][CH2:30][CH:29]1[CH:35]=O. The catalyst is C1COCC1. The product is [CH3:19][O:20][C:21](=[O:37])[CH2:22][CH2:23][CH2:24][C:25]#[C:26][CH2:27][N:28]1[CH:29](/[CH:35]=[CH:5]/[C:4](=[O:3])[CH2:12][C:13]2[CH:14]=[CH:15][CH:16]=[CH:17][CH:18]=2)[CH2:30][CH2:31][CH2:32][C:33]1=[O:34]. The yield is 0.210. (3) The reactants are [CH3:1][O:2][C:3](=[O:17])[C:4]([S:7][C:8]1[CH:13]=[C:12]([CH3:14])[C:11]([OH:15])=[CH:10][C:9]=1[CH3:16])([CH3:6])[CH3:5].[Br:18][CH2:19][CH2:20]Br.C(=O)([O-])[O-].[K+].[K+]. The catalyst is C(#N)C. The product is [CH3:1][O:2][C:3](=[O:17])[C:4]([S:7][C:8]1[CH:13]=[C:12]([CH3:14])[C:11]([O:15][CH2:20][CH2:19][Br:18])=[CH:10][C:9]=1[CH3:16])([CH3:6])[CH3:5]. The yield is 0.510.